This data is from Forward reaction prediction with 1.9M reactions from USPTO patents (1976-2016). The task is: Predict the product of the given reaction. (1) Given the reactants ClC(Cl)(Cl)[C:3]([N:5]=C=O)=[O:4].[Cl:10][C:11]1[N:16]=[CH:15][C:14]([CH2:17][N:18]2[C:22]([CH3:23])=[C:21]([C:24]3[CH:29]=[CH:28][C:27]([C:30]#[N:31])=[CH:26][CH:25]=3)[C:20]([C:32]#[N:33])=[C:19]2[CH3:34])=[CH:13][C:12]=1[CH2:35][OH:36].C(=O)([O-])[O-].[K+].[K+].[Cl-].[Na+], predict the reaction product. The product is: [C:3](=[O:4])([O:36][CH2:35][C:12]1[C:11]([Cl:10])=[N:16][CH:15]=[C:14]([CH2:17][N:18]2[C:22]([CH3:23])=[C:21]([C:24]3[CH:29]=[CH:28][C:27]([C:30]#[N:31])=[CH:26][CH:25]=3)[C:20]([C:32]#[N:33])=[C:19]2[CH3:34])[CH:13]=1)[NH2:5]. (2) Given the reactants [Cl:1][C:2]1[CH:7]=[C:6]([I:8])[CH:5]=[CH:4][C:3]=1[NH:9][C:10]1[CH:18]=[N:17][CH:16]=[CH:15][C:11]=1[C:12](O)=[O:13].[CH3:19][O:20][NH2:21], predict the reaction product. The product is: [CH3:19][O:20][NH:21][C:12](=[O:13])[C:11]1[CH:15]=[CH:16][N:17]=[CH:18][C:10]=1[NH:9][C:3]1[CH:4]=[CH:5][C:6]([I:8])=[CH:7][C:2]=1[Cl:1]. (3) The product is: [O:1]([C:8]1[CH:9]=[CH:10][C:11]([O:12][C:13]2[CH:18]=[CH:17][N:16]=[CH:15][C:14]=2[C:19]2[CH:20]=[C:21]([NH:22][C:28](=[O:32])[C:29]#[C:30][CH3:31])[CH:23]=[CH:24][CH:25]=2)=[CH:26][CH:27]=1)[C:2]1[CH:7]=[CH:6][CH:5]=[CH:4][CH:3]=1. Given the reactants [O:1]([C:8]1[CH:27]=[CH:26][C:11]([O:12][C:13]2[CH:18]=[CH:17][N:16]=[CH:15][C:14]=2[C:19]2[CH:20]=[C:21]([CH:23]=[CH:24][CH:25]=2)[NH2:22])=[CH:10][CH:9]=1)[C:2]1[CH:7]=[CH:6][CH:5]=[CH:4][CH:3]=1.[C:28](O)(=[O:32])[C:29]#[C:30][CH3:31], predict the reaction product. (4) Given the reactants [CH:1]1[C:6]([OH:7])=[CH:5][CH:4]=[C:3](S([C:3]2[CH:4]=[CH:5][C:6]([OH:7])=[CH:1][CH:2]=2)(=O)=O)[CH:2]=1.C1C=C([OH:24])C(S(C2C=CC(O)=CC=2)(=O)=O)=CC=1.C1C(O)=CC=C([S:42]([OH:45])(=[O:44])=[O:43])C=1, predict the reaction product. The product is: [C:6]1([OH:7])[CH:1]=[CH:2][CH:3]=[CH:4][CH:5]=1.[S:42](=[O:43])(=[O:24])([OH:44])[OH:45]. (5) The product is: [C:25]([O:24][C:23](=[O:29])[CH2:22][CH:21]([NH:20][C:9](=[O:15])[CH2:10][S:11][C:12](=[O:14])[CH3:13])[C:30]([OH:32])=[O:31])([CH3:28])([CH3:26])[CH3:27]. Given the reactants FC1C(O[C:9](=[O:15])[CH2:10][S:11][C:12](=[O:14])[CH3:13])=C(F)C(F)=C(F)C=1F.[NH2:20][C@H:21]([C:30]([OH:32])=[O:31])[CH2:22][C:23](=[O:29])[O:24][C:25]([CH3:28])([CH3:27])[CH3:26].C(N(CC)CC)C, predict the reaction product.